This data is from Reaction yield outcomes from USPTO patents with 853,638 reactions. The task is: Predict the reaction yield, written as a fraction of the theoretical maximum amount of product (1.0 means a 100% yield; for example, 0.34 means a 34% yield). (1) The reactants are O[CH2:2][CH2:3][NH:4][C@:5]12[CH2:40][CH2:39][C@@H:38]([C:41]([CH3:43])=[CH2:42])[C@@H:6]1[C@@H:7]1[C@@:20]([CH3:23])([CH2:21][CH2:22]2)[C@@:19]2([CH3:24])[C@@H:10]([C@:11]3([CH3:37])[C@@H:16]([CH2:17][CH2:18]2)[C:15]([CH3:26])([CH3:25])[C:14]([C:27]2[CH:36]=[CH:35][C:30]([C:31]([O:33][CH3:34])=[O:32])=[CH:29][CH:28]=2)=[CH:13][CH2:12]3)[CH2:9][CH2:8]1.S(Cl)([Cl:46])=O. The catalyst is ClC(Cl)C. The product is [Cl:46][CH2:2][CH2:3][NH:4][C@:5]12[CH2:40][CH2:39][C@@H:38]([C:41]([CH3:43])=[CH2:42])[C@@H:6]1[C@@H:7]1[C@@:20]([CH3:23])([CH2:21][CH2:22]2)[C@@:19]2([CH3:24])[C@@H:10]([C@:11]3([CH3:37])[C@@H:16]([CH2:17][CH2:18]2)[C:15]([CH3:26])([CH3:25])[C:14]([C:27]2[CH:36]=[CH:35][C:30]([C:31]([O:33][CH3:34])=[O:32])=[CH:29][CH:28]=2)=[CH:13][CH2:12]3)[CH2:9][CH2:8]1. The yield is 0.900. (2) The yield is 0.700. The product is [C:21]([O:25][C:26]([N:28]1[CH2:33][C@@H:32]2[CH2:34][C@H:29]1[CH2:30][N:31]2[C:2]1[CH:3]=[CH:4][CH:5]=[C:6]2[C:11]=1[N:10]=[CH:9][C:8]([S:12]([C:15]1[CH:20]=[CH:19][CH:18]=[CH:17][CH:16]=1)(=[O:14])=[O:13])=[CH:7]2)=[O:27])([CH3:24])([CH3:22])[CH3:23]. The reactants are I[C:2]1[CH:3]=[CH:4][CH:5]=[C:6]2[C:11]=1[N:10]=[CH:9][C:8]([S:12]([C:15]1[CH:20]=[CH:19][CH:18]=[CH:17][CH:16]=1)(=[O:14])=[O:13])=[CH:7]2.[C:21]([O:25][C:26]([N:28]1[CH2:33][C@@H:32]2[CH2:34][C@H:29]1[CH2:30][NH:31]2)=[O:27])([CH3:24])([CH3:23])[CH3:22].CC(C)([O-])C.[Na+]. The catalyst is C(=CC(C=CC1C=CC=CC=1)=O)C1C=CC=CC=1.C(=CC(C=CC1C=CC=CC=1)=O)C1C=CC=CC=1.C(=CC(C=CC1C=CC=CC=1)=O)C1C=CC=CC=1.C(=CC(C=CC1C=CC=CC=1)=O)C1C=CC=CC=1.[Pd].[Pd].C1(P[C-]2C=CC=C2)C=CC=CC=1.[C-]1(PC2C=CC=CC=2)C=CC=C1.[Fe+2]. (3) The reactants are [CH2:1]([C:4]1([S:7]([NH:10][C:11]2[C:16]([CH3:17])=[CH:15][C:14]([F:18])=[C:13]([F:19])[C:12]=2[NH:20][C:21]2[CH:26]=[CH:25][C:24]([I:27])=[CH:23][C:22]=2[F:28])(=[O:9])=[O:8])[CH2:6][CH2:5]1)C=C.C[N+]1([O-])CC[O:33]CC1.CCO[C:40]([CH3:42])=[O:41]. The catalyst is C1COCC1.O.[Os](=O)(=O)(=O)=O. The product is [F:19][C:13]1[C:12]([NH:20][C:21]2[CH:26]=[CH:25][C:24]([I:27])=[CH:23][C:22]=2[F:28])=[C:11]([NH:10][S:7]([C:4]2([CH2:1][CH:40]([OH:41])[CH2:42][OH:33])[CH2:6][CH2:5]2)(=[O:9])=[O:8])[C:16]([CH3:17])=[CH:15][C:14]=1[F:18]. The yield is 0.680. (4) The reactants are [CH3:1][O:2][CH2:3][O:4][C:5]1[CH:6]=[C:7]([CH2:15][CH2:16][OH:17])[CH:8]=[C:9]([O:11][CH2:12][O:13][CH3:14])[CH:10]=1.[H-].[Na+].[CH3:20]I.[Cl-].[NH4+]. The catalyst is CN(C)C=O.O. The product is [CH3:1][O:2][CH2:3][O:4][C:5]1[CH:6]=[C:7]([CH2:15][CH2:16][O:17][CH3:20])[CH:8]=[C:9]([O:11][CH2:12][O:13][CH3:14])[CH:10]=1. The yield is 1.00.